Dataset: Full USPTO retrosynthesis dataset with 1.9M reactions from patents (1976-2016). Task: Predict the reactants needed to synthesize the given product. (1) Given the product [OH:23][C:19]1[CH:18]=[C:17]([CH2:16][C@H:15]([O:24][CH:25]([CH3:26])[CH3:27])[C:14]([OH:28])=[O:33])[CH:22]=[CH:21][CH:20]=1, predict the reactants needed to synthesize it. The reactants are: C([C@H]1COC(=O)N1[C:14](=[O:28])[C@@H:15]([O:24][CH:25]([CH3:27])[CH3:26])[CH2:16][C:17]1[CH:22]=[CH:21][CH:20]=[C:19]([OH:23])[CH:18]=1)C1C=CC=CC=1.[OH-].[Li+].Cl.S([O-])([O-])=[O:33].[Na+].[Na+]. (2) The reactants are: [CH3:1][C:2]1([CH3:16])[C:6]([CH3:8])([CH3:7])[O:5][CH:4]([C:9]2[CH:14]=[CH:13][C:12]([OH:15])=[CH:11][CH:10]=2)[O:3]1.C([O-])([O-])=O.[Cs+].[Cs+].Br[CH2:24][C:25]([O:27][CH2:28][CH3:29])=[O:26]. Given the product [CH2:28]([O:27][C:25](=[O:26])[CH2:24][O:15][C:12]1[CH:13]=[CH:14][C:9]([CH:4]2[O:3][C:2]([CH3:16])([CH3:1])[C:6]([CH3:7])([CH3:8])[O:5]2)=[CH:10][CH:11]=1)[CH3:29], predict the reactants needed to synthesize it.